From a dataset of Peptide-MHC class I binding affinity with 185,985 pairs from IEDB/IMGT. Regression. Given a peptide amino acid sequence and an MHC pseudo amino acid sequence, predict their binding affinity value. This is MHC class I binding data. The peptide sequence is SAYGYEGD. The MHC is H-2-Db with pseudo-sequence H-2-Db. The binding affinity (normalized) is 0.